Dataset: Catalyst prediction with 721,799 reactions and 888 catalyst types from USPTO. Task: Predict which catalyst facilitates the given reaction. Reactant: [CH3:1][C:2]1([CH3:14])[O:6][C@H:5]([CH2:7][C:8]([S:10](Cl)(=[O:12])=[O:11])=[CH2:9])[CH2:4][O:3]1.[F:15][C:16]1[C:21]([F:22])=[C:20]([NH:23][C:24]2[CH:29]=[CH:28][C:27]([I:30])=[CH:26][C:25]=2[F:31])[C:19]([NH2:32])=[C:18]([O:33][CH3:34])[CH:17]=1. Product: [F:22][C:21]1[C:20]([NH:23][C:24]2[CH:29]=[CH:28][C:27]([I:30])=[CH:26][C:25]=2[F:31])=[C:19]([NH:32][S:10]([C:8]([CH2:7][C@@H:5]2[CH2:4][O:3][C:2]([CH3:14])([CH3:1])[O:6]2)=[CH2:9])(=[O:12])=[O:11])[C:18]([O:33][CH3:34])=[CH:17][C:16]=1[F:15]. The catalyst class is: 17.